This data is from Full USPTO retrosynthesis dataset with 1.9M reactions from patents (1976-2016). The task is: Predict the reactants needed to synthesize the given product. (1) Given the product [Cl:1][C:2]1[CH:3]=[CH:4][C:5]([CH2:6][O:7][NH:8][C:9]([C:11]2[CH:33]=[CH:32][C:14]([O:15][C:16]3[CH:25]=[C:24]4[C:19]([CH:20]([C:26]([OH:28])=[O:27])[CH2:21][CH2:22][O:23]4)=[CH:18][C:17]=3[C:30]#[N:31])=[CH:13][CH:12]=2)=[O:10])=[CH:34][CH:35]=1, predict the reactants needed to synthesize it. The reactants are: [Cl:1][C:2]1[CH:35]=[CH:34][C:5]([CH2:6][O:7][NH:8][C:9]([C:11]2[CH:33]=[CH:32][C:14]([O:15][C:16]3[CH:25]=[C:24]4[C:19]([CH:20]([C:26]([O:28]C)=[O:27])[CH2:21][CH2:22][O:23]4)=[CH:18][C:17]=3[C:30]#[N:31])=[CH:13][CH:12]=2)=[O:10])=[CH:4][CH:3]=1.[OH-].[Na+].O.CO. (2) The reactants are: C1CCN(C(N=NC(N2CCCCC2)=O)=O)CC1.C1C=CC(P(C2C=CC=CC=2)C2C=CC=CC=2)=CC=1.[CH2:38]([O:40][C:41](=[O:53])[CH2:42][C@H:43]1[C:51]2[C:46](=[CH:47][C:48]([OH:52])=[CH:49][CH:50]=2)[CH2:45][CH2:44]1)[CH3:39].[CH3:54][C:55]1[N:56]=[C:57]([C:63]2[CH:68]=[CH:67][CH:66]=[CH:65][CH:64]=2)[O:58][C:59]=1[CH2:60][CH2:61]O. Given the product [CH3:54][C:55]1[N:56]=[C:57]([C:63]2[CH:68]=[CH:67][CH:66]=[CH:65][CH:64]=2)[O:58][C:59]=1[CH2:60][CH2:61][O:52][C:48]1[CH:47]=[C:46]2[C:51](=[CH:50][CH:49]=1)[C@H:43]([CH2:42][C:41]([O:40][CH2:38][CH3:39])=[O:53])[CH2:44][CH2:45]2, predict the reactants needed to synthesize it. (3) Given the product [CH:1]([O:4][C:5]([N:7]1[CH:12]([CH2:13][CH3:14])[CH2:11][CH:10]([N:15]([CH2:21][C:22]2[CH:23]=[C:24]([C:32]([F:33])([F:34])[F:35])[CH:25]=[C:26]([C:28]([F:31])([F:29])[F:30])[CH:27]=2)[C:16]2[N:17]=[N:18][N:19]([CH2:39][CH2:40][OH:41])[N:20]=2)[CH2:9][CH:8]1[CH2:36][CH3:37])=[O:6])([CH3:3])[CH3:2], predict the reactants needed to synthesize it. The reactants are: [CH:1]([O:4][C:5]([N:7]1[CH:12]([CH2:13][CH3:14])[CH2:11][CH:10]([N:15]([CH2:21][C:22]2[CH:27]=[C:26]([C:28]([F:31])([F:30])[F:29])[CH:25]=[C:24]([C:32]([F:35])([F:34])[F:33])[CH:23]=2)[C:16]2[N:17]=[N:18][NH:19][N:20]=2)[CH2:9][CH:8]1[CH2:36][CH3:37])=[O:6])([CH3:3])[CH3:2].Br[CH2:39][CH2:40][OH:41].C(=O)([O-])[O-].[K+].[K+]. (4) Given the product [CH3:20][C:2]1[CH:7]=[CH:6][C:5]([NH2:8])=[CH:4][C:3]=1[C:9]1[O:10][C:11]2[CH:17]=[CH:16][C:15]([CH3:18])=[CH:14][C:12]=2[N:13]=1, predict the reactants needed to synthesize it. The reactants are: Cl[C:2]1[CH:7]=[CH:6][C:5]([NH2:8])=[CH:4][C:3]=1[C:9]1[O:10][C:11]2[CH:17]=[CH:16][C:15]([CH3:18])=[CH:14][C:12]=2[N:13]=1.N[C:20]1C=C(C)C=CC=1O.CC1C=CC([N+]([O-])=O)=CC=1C(Cl)=O. (5) Given the product [F:15][C:3]1[CH:4]=[C:5]([CH:13]=[CH:14][C:2]=1[B:16]1[O:20][C:19]([CH3:22])([CH3:21])[C:18]([CH3:24])([CH3:23])[O:17]1)[CH2:6][N:7]1[CH2:12][CH2:11][O:10][CH2:9][CH2:8]1, predict the reactants needed to synthesize it. The reactants are: Br[C:2]1[CH:14]=[CH:13][C:5]([CH2:6][N:7]2[CH2:12][CH2:11][O:10][CH2:9][CH2:8]2)=[CH:4][C:3]=1[F:15].[B:16]1([B:16]2[O:20][C:19]([CH3:22])([CH3:21])[C:18]([CH3:24])([CH3:23])[O:17]2)[O:20][C:19]([CH3:22])([CH3:21])[C:18]([CH3:24])([CH3:23])[O:17]1.C(Cl)Cl.C([O-])(=O)C.[K+].